Dataset: Catalyst prediction with 721,799 reactions and 888 catalyst types from USPTO. Task: Predict which catalyst facilitates the given reaction. (1) The catalyst class is: 11. Product: [Cl:14][C:13]1[N:12]=[CH:11][N:10]=[C:9]([NH2:15])[C:8]=1[C:6]1[O:7][C:1]([CH3:2])=[N:4][N:5]=1. Reactant: [C:1]([NH:4][NH:5][C:6]([C:8]1[C:9]([NH2:15])=[N:10][CH:11]=[N:12][C:13]=1[Cl:14])=[O:7])(=O)[CH3:2].CC[N+](S(N=C(OC)[O-])(=O)=O)(CC)CC. (2) Reactant: [Cl:1][C:2]1[CH:7]=[CH:6][C:5]([S:8]([N:11]2[CH2:16][CH2:15][CH2:14][C@@H:13]([NH:17][C:18]3[N:23]=[C:22]([C:24]4[N:31]5[C:27]([S:28][CH:29]=[CH:30]5)=[N:26][C:25]=4[C:32]4[CH:33]=[C:34]([CH:37]=[CH:38][CH:39]=4)[CH:35]=[O:36])[CH:21]=[CH:20][N:19]=3)[CH2:12]2)(=[O:10])=[O:9])=[CH:4][CH:3]=1.[H-].[Al+3].[Li+].[H-].[H-].[H-]. Product: [Cl:1][C:2]1[CH:7]=[CH:6][C:5]([S:8]([N:11]2[CH2:16][CH2:15][CH2:14][C@@H:13]([NH:17][C:18]3[N:23]=[C:22]([C:24]4[N:31]5[C:27]([S:28][CH:29]=[CH:30]5)=[N:26][C:25]=4[C:32]4[CH:33]=[C:34]([CH2:35][OH:36])[CH:37]=[CH:38][CH:39]=4)[CH:21]=[CH:20][N:19]=3)[CH2:12]2)(=[O:10])=[O:9])=[CH:4][CH:3]=1. The catalyst class is: 7. (3) Reactant: C([O:4][C@H:5]1[CH2:22][CH2:21][C@@:20]2([CH2:23][C:24]#[N:25])[C:7](=[CH:8][CH2:9][C@@H:10]3[C@@H:19]2[CH2:18][CH2:17][C@@:15]2([CH3:16])[C@H:11]3[CH2:12][CH2:13][C@@H:14]2[O:26]C(=O)C)[CH2:6]1)(=O)C.[OH-].[Na+].CO. Product: [C:24]([CH2:23][C@@:20]12[C@@H:19]3[C@H:10]([C@H:11]4[C@@:15]([CH2:17][CH2:18]3)([CH3:16])[C@@H:14]([OH:26])[CH2:13][CH2:12]4)[CH2:9][CH:8]=[C:7]1[CH2:6][C@@H:5]([OH:4])[CH2:22][CH2:21]2)#[N:25]. The catalyst class is: 6. (4) Product: [C:14]([O:13][C:11]([NH:1][C:2]1[CH:10]=[CH:9][C:5]([CH2:6][CH2:7][OH:8])=[CH:4][CH:3]=1)=[O:12])([CH3:17])([CH3:16])[CH3:15]. Reactant: [NH2:1][C:2]1[CH:10]=[CH:9][C:5]([CH2:6][CH2:7][OH:8])=[CH:4][CH:3]=1.[C:11](O[C:11]([O:13][C:14]([CH3:17])([CH3:16])[CH3:15])=[O:12])([O:13][C:14]([CH3:17])([CH3:16])[CH3:15])=[O:12]. The catalyst class is: 1. (5) Reactant: C([O:5][C:6](=[O:29])[CH2:7][CH:8]1[C:14](=[O:15])[N:13](CC2C=CC(OC)=CC=2)[C:12]2[CH:25]=[CH:26][CH:27]=[CH:28][C:11]=2[CH2:10][CH2:9]1)(C)(C)C. Product: [O:15]=[C:14]1[NH:13][C:12]2[CH:25]=[CH:26][CH:27]=[CH:28][C:11]=2[CH2:10][CH2:9][CH:8]1[CH2:7][C:6]([OH:29])=[O:5]. The catalyst class is: 67. (6) Reactant: [CH2:1]1[CH:12]2[CH:4]([NH:5][C:6]3[C:7]([C:13]([NH:15][C@@H:16]([CH2:20][OH:21])[C:17](O)=[O:18])=[O:14])=[CH:8][CH:9]=[CH:10][C:11]=32)[CH2:3][CH2:2]1. Product: [OH:18][CH2:17][C@@H:16]1[NH:15][C:13](=[O:14])[C:7]2=[C:6]3[C:11](=[CH:10][CH:9]=[CH:8]2)[CH:12]2[CH2:1][CH2:2][CH2:3][CH:4]2[N:5]3[C:20]1=[O:21]. The catalyst class is: 15.